From a dataset of Catalyst prediction with 721,799 reactions and 888 catalyst types from USPTO. Predict which catalyst facilitates the given reaction. (1) Reactant: [N:1]1[CH:6]=[CH:5][CH:4]=[CH:3][C:2]=1[C:7]1[O:8][C:9]2[CH2:14][CH2:13][NH:12][CH2:11][C:10]=2[N:15]=1.[C:16](Cl)(=[O:19])[O:17][CH3:18].C(N(CC)CC)C. Product: [N:1]1[CH:6]=[CH:5][CH:4]=[CH:3][C:2]=1[C:7]1[O:8][C:9]2[CH2:14][CH2:13][N:12]([C:16]([O:17][CH3:18])=[O:19])[CH2:11][C:10]=2[N:15]=1. The catalyst class is: 1. (2) Reactant: [CH3:1][C:2]1[C:7]([C:8]2[CH:13]=[C:12]([N:14]3[CH2:19][CH2:18][O:17][CH2:16][CH2:15]3)[C:11](=[O:20])[N:10]([CH2:21][CH2:22][NH:23]C(=O)OC(C)(C)C)[CH:9]=2)=[CH:6][C:5]([NH:31][C:32](=[O:43])[C:33]2[CH:38]=[CH:37][CH:36]=[C:35]([C:39]([F:42])([F:41])[F:40])[CH:34]=2)=[CH:4][N:3]=1.C(O)(C(F)(F)F)=O. Product: [NH2:23][CH2:22][CH2:21][N:10]1[C:11](=[O:20])[C:12]([N:14]2[CH2:19][CH2:18][O:17][CH2:16][CH2:15]2)=[CH:13][C:8]([C:7]2[C:2]([CH3:1])=[N:3][CH:4]=[C:5]([NH:31][C:32](=[O:43])[C:33]3[CH:38]=[CH:37][CH:36]=[C:35]([C:39]([F:42])([F:41])[F:40])[CH:34]=3)[CH:6]=2)=[CH:9]1. The catalyst class is: 2. (3) Reactant: [O:1]1[C:6]2[CH:7]=[CH:8][CH:9]=[CH:10][C:5]=2[N:4]([C:11]([O:13][C:14]2[CH:19]=[CH:18][CH:17]=[CH:16][CH:15]=2)=[O:12])[C:3](=[O:20])[CH2:2]1.[Li+].CC([N-]C(C)C)C.CCCCCCC.C1COCC1.[P:41](Cl)([O:50][C:51]1[CH:56]=[CH:55][CH:54]=[CH:53][CH:52]=1)([O:43][C:44]1[CH:49]=[CH:48][CH:47]=[CH:46][CH:45]=1)=[O:42]. Product: [O:50]([P:41]([O:20][C:3]1[N:4]([C:11]([O:13][C:14]2[CH:15]=[CH:16][CH:17]=[CH:18][CH:19]=2)=[O:12])[C:5]2[CH:10]=[CH:9][CH:8]=[CH:7][C:6]=2[O:1][CH:2]=1)([O:43][C:44]1[CH:49]=[CH:48][CH:47]=[CH:46][CH:45]=1)=[O:42])[C:51]1[CH:52]=[CH:53][CH:54]=[CH:55][CH:56]=1. The catalyst class is: 1. (4) Reactant: [C:1]([O:4][C@@H:5]([C@@H:35]1[C@@H:39]([O:40][C:41](=[O:43])[CH3:42])[C@@H:38]([O:44][C:45](=[O:47])[CH3:46])[C@H:37]([N:48]2[CH:53]=[CH:52][C:51](=[O:54])[NH:50][C:49]2=[O:55])[O:36]1)[CH:6]([C:30]([O:32][CH2:33][CH3:34])=[O:31])[NH:7][CH2:8][CH2:9][CH2:10][NH:11][C:12](=[O:29])[C@H:13]([CH2:25][CH:26]([CH3:28])[CH3:27])[NH:14]C(=O)OCC1C=CC=CC=1)(=[O:3])[CH3:2]. The catalyst class is: 43. Product: [C:1]([O:4][C@@H:5]([C@@H:35]1[C@@H:39]([O:40][C:41](=[O:43])[CH3:42])[C@@H:38]([O:44][C:45](=[O:47])[CH3:46])[C@H:37]([N:48]2[CH:53]=[CH:52][C:51](=[O:54])[NH:50][C:49]2=[O:55])[O:36]1)[CH:6]([NH:7][CH2:8][CH2:9][CH2:10][NH:11][C:12](=[O:29])[C@@H:13]([NH2:14])[CH2:25][CH:26]([CH3:27])[CH3:28])[C:30]([O:32][CH2:33][CH3:34])=[O:31])(=[O:3])[CH3:2]. (5) Reactant: [O:1]1[C:5]2[CH:6]=[CH:7][CH:8]=[CH:9][C:4]=2[N:3]=[CH:2]1.I[C:11]1[CH:20]=[CH:19][C:14]([C:15]([O:17][CH3:18])=[O:16])=[CH:13][CH:12]=1.C1C=CC(P(C2C=CC=CC=2)C2C=CC=CC=2)=CC=1.C([O-])([O-])=O.[Na+].[Na+].C(N)CN. Product: [O:1]1[C:5]2[CH:6]=[CH:7][CH:8]=[CH:9][C:4]=2[N:3]=[C:2]1[C:11]1[CH:20]=[CH:19][C:14]([C:15]([O:17][CH3:18])=[O:16])=[CH:13][CH:12]=1. The catalyst class is: 580.